Predict which catalyst facilitates the given reaction. From a dataset of Catalyst prediction with 721,799 reactions and 888 catalyst types from USPTO. (1) Reactant: [Cl:1][C:2]1[C:11]2[C:6](=[CH:7][CH:8]=[C:9]([CH2:12][OH:13])[CH:10]=2)[N:5]=[CH:4][CH:3]=1.[H-].[Na+].I[CH3:17]. Product: [Cl:1][C:2]1[C:11]2[C:6](=[CH:7][CH:8]=[C:9]([CH2:12][O:13][CH3:17])[CH:10]=2)[N:5]=[CH:4][CH:3]=1. The catalyst class is: 7. (2) Reactant: [Si]([O:8][CH:9]([C:26]1[S:27][CH:28]=[C:29]([C:31]([O:33][CH3:34])=[O:32])[N:30]=1)[CH2:10][O:11][C:12]1[CH:17]=[CH:16][C:15]([CH2:18][CH2:19][CH2:20][CH2:21][CH2:22][CH2:23][CH2:24][CH3:25])=[CH:14][CH:13]=1)(C(C)(C)C)(C)C.Cl. Product: [OH:8][CH:9]([C:26]1[S:27][CH:28]=[C:29]([C:31]([O:33][CH3:34])=[O:32])[N:30]=1)[CH2:10][O:11][C:12]1[CH:13]=[CH:14][C:15]([CH2:18][CH2:19][CH2:20][CH2:21][CH2:22][CH2:23][CH2:24][CH3:25])=[CH:16][CH:17]=1. The catalyst class is: 5. (3) Reactant: [NH2:1][C:2]1[CH:10]=[CH:9][C:5]([C:6]([OH:8])=[O:7])=[CH:4][CH:3]=1.[OH-].[Na+].C([O-])([O-])=O.[Na+].[Na+].Cl[C:20]1[C:25](CC=O)=[C:24]([CH3:29])[CH:23]=[CH:22][C:21]=1[S:30]([O-:33])(=[O:32])=[O:31].C1C[O:37][CH2:36][CH2:35]1. Product: [S:30]([O:33][CH2:35][C:36]([NH:1][C:2]1[CH:10]=[CH:9][C:5]([C:6]([OH:8])=[O:7])=[CH:4][CH:3]=1)=[O:37])([C:21]1[CH:20]=[CH:25][C:24]([CH3:29])=[CH:23][CH:22]=1)(=[O:31])=[O:32]. The catalyst class is: 581. (4) Reactant: [NH2:1][C:2]1[N:7]=[C:6]([CH3:8])[C:5]([Br:9])=[C:4]([CH3:10])[N:3]=1.[C:11]1(C)[CH:16]=[CH:15][C:14](S(O)(=O)=O)=[CH:13][CH:12]=1.O. Product: [CH3:14][C:13]1[N:1]([C:2]2[N:7]=[C:6]([CH3:8])[C:5]([Br:9])=[C:4]([CH3:10])[N:3]=2)[C:16]([CH3:15])=[CH:11][CH:12]=1. The catalyst class is: 11. (5) Reactant: C(C1C=C([C:9]2[C:29]([C:30]3[CH:35]=[CH:34][CH:33]=[CH:32][CH:31]=3)=[CH:28][N:12]3[N:13]=[C:14]4[C:19]([CH:18]=[CH:17][C:16]([C:20]5[CH:21]=[C:22]([CH:25]=[CH:26][CH:27]=5)[C:23]#[N:24])=[CH:15]4)=[C:11]3[N:10]=2)C=CC=1)#N.[C:36]([O:40][C:41](=[O:62])[NH:42][C:43]1([C:47]2[CH:52]=[CH:51][C:50](B3OC(C)(C)C(C)(C)O3)=[CH:49][CH:48]=2)[CH2:46][CH2:45][CH2:44]1)([CH3:39])([CH3:38])[CH3:37].C(=O)([O-])[O-].[Na+].[Na+]. Product: [C:36]([O:40][C:41](=[O:62])[NH:42][C:43]1([C:47]2[CH:48]=[CH:49][C:50]([C:9]3[C:29]([C:30]4[CH:31]=[CH:32][CH:33]=[CH:34][CH:35]=4)=[CH:28][N:12]4[N:13]=[C:14]5[C:19]([CH:18]=[CH:17][C:16]([C:20]6[CH:27]=[CH:26][CH:25]=[C:22]([C:23]#[N:24])[CH:21]=6)=[CH:15]5)=[C:11]4[N:10]=3)=[CH:51][CH:52]=2)[CH2:44][CH2:45][CH2:46]1)([CH3:39])([CH3:37])[CH3:38]. The catalyst class is: 216. (6) Reactant: [CH:1]1([C:4]2[CH:5]=[C:6]([C:13]3[N:17]([CH3:18])[N:16]=[N:15][N:14]=3)[CH:7]=[C:8]([N+:10]([O-])=O)[CH:9]=2)[CH2:3][CH2:2]1.[Sn](Cl)Cl.Cl. Product: [CH:1]1([C:4]2[CH:9]=[C:8]([NH2:10])[CH:7]=[C:6]([C:13]3[N:17]([CH3:18])[N:16]=[N:15][N:14]=3)[CH:5]=2)[CH2:3][CH2:2]1. The catalyst class is: 8. (7) Reactant: [F:1][C:2]1[CH:7]=[CH:6][CH:5]=[CH:4][C:3]=1[C:8]1[N:12]([S:13]([C:16]2[CH:21]=[CH:20][CH:19]=[CH:18][C:17]=2[F:22])(=[O:15])=[O:14])[CH:11]=[C:10]([CH:23]=O)[CH:9]=1.CO.[CH3:27][NH2:28].[BH4-].[Na+].[ClH:31].C(=O)([O-])O.[Na+]. The catalyst class is: 5. Product: [ClH:31].[F:1][C:2]1[CH:7]=[CH:6][CH:5]=[CH:4][C:3]=1[C:8]1[N:12]([S:13]([C:16]2[CH:21]=[CH:20][CH:19]=[CH:18][C:17]=2[F:22])(=[O:15])=[O:14])[CH:11]=[C:10]([CH2:23][NH:28][CH3:27])[CH:9]=1. (8) Reactant: [NH2:1][C:2]1[CH:3]=[C:4]([C:8]2[N:13]=[C:12]([NH2:14])[N:11]=[C:10]([NH:15][CH3:16])[CH:9]=2)[CH:5]=[CH:6][CH:7]=1.C(N(CC)CC)C.[C:24](Cl)(=[O:27])[CH:25]=[CH2:26]. Product: [NH2:14][C:12]1[N:13]=[C:8]([C:4]2[CH:3]=[C:2]([NH:1][C:24](=[O:27])[CH:25]=[CH2:26])[CH:7]=[CH:6][CH:5]=2)[CH:9]=[C:10]([NH:15][CH3:16])[N:11]=1. The catalyst class is: 10. (9) Reactant: [F:1][C:2]1[CH:3]=[CH:4][C:5]([O:32][CH3:33])=[C:6]([C:8]2[CH:13]=[CH:12][N:11]=[C:10]3[N:14]([S:23]([C:26]4[CH:31]=[CH:30][CH:29]=[CH:28][CH:27]=4)(=[O:25])=[O:24])[C:15]([C:17]4[CH2:18][CH2:19][NH:20][CH2:21][CH:22]=4)=[CH:16][C:9]=23)[CH:7]=1.C(N(C(C)C)C(C)C)C.[CH3:43][S:44]([CH2:47][S:48](Cl)(=[O:50])=[O:49])(=[O:46])=[O:45]. Product: [F:1][C:2]1[CH:3]=[CH:4][C:5]([O:32][CH3:33])=[C:6]([C:8]2[CH:13]=[CH:12][N:11]=[C:10]3[N:14]([S:23]([C:26]4[CH:27]=[CH:28][CH:29]=[CH:30][CH:31]=4)(=[O:25])=[O:24])[C:15]([C:17]4[CH2:18][CH2:19][N:20]([S:48]([CH2:47][S:44]([CH3:43])(=[O:46])=[O:45])(=[O:50])=[O:49])[CH2:21][CH:22]=4)=[CH:16][C:9]=23)[CH:7]=1. The catalyst class is: 4.